This data is from Full USPTO retrosynthesis dataset with 1.9M reactions from patents (1976-2016). The task is: Predict the reactants needed to synthesize the given product. (1) Given the product [CH3:22][O:21][C:15]1[N:14]=[C:13]2[C:12]([C:23]3[N:31]([S:32]([C:35]4[CH:36]=[CH:37][C:38]([CH3:41])=[CH:39][CH:40]=4)(=[O:33])=[O:34])[C:26]4=[N:27][CH:28]=[CH:29][CH:30]=[C:25]4[CH:24]=3)=[CH:11][N:10]([CH2:9][CH2:8][N:46]3[CH2:47][CH2:48][N:43]([CH3:42])[CH2:44][CH2:45]3)[C:18]2=[CH:17][C:16]=1[O:19][CH3:20], predict the reactants needed to synthesize it. The reactants are: C([O-])([O-])=O.[K+].[K+].I[CH2:8][CH2:9][N:10]1[C:18]2[C:13](=[N:14][C:15]([O:21][CH3:22])=[C:16]([O:19][CH3:20])[CH:17]=2)[C:12]([C:23]2[N:31]([S:32]([C:35]3[CH:40]=[CH:39][C:38]([CH3:41])=[CH:37][CH:36]=3)(=[O:34])=[O:33])[C:26]3=[N:27][CH:28]=[CH:29][CH:30]=[C:25]3[CH:24]=2)=[CH:11]1.[CH3:42][N:43]1[CH2:48][CH2:47][NH:46][CH2:45][CH2:44]1.Cl. (2) Given the product [CH2:17]([C:23]1[N:13]([C:10]2[CH:11]=[CH:12][C:7]([O:6][C:5]3[CH:16]=[CH:17][C:2]([Cl:1])=[C:3]([CH2:18][CH3:19])[CH:4]=3)=[CH:8][CH:9]=2)[CH:26]=[C:27]([C:29]2[CH:34]=[CH:33][C:32]([O:35][CH2:36][CH2:37][CH2:38][N:39]([CH2:42][CH3:43])[CH2:40][CH3:41])=[CH:31][CH:30]=2)[N:21]=1)[CH2:2][CH2:3][CH3:4], predict the reactants needed to synthesize it. The reactants are: [Cl:1][C:2]1[CH:17]=[CH:16][C:5]([O:6][C:7]2[CH:12]=[CH:11][C:10]([N+:13]([O-])=O)=[CH:9][CH:8]=2)=[CH:4][C:3]=1[CH2:18][CH3:19].C[N:21]([CH:23]=O)C.Br[CH2:26][C:27]([C:29]1[CH:34]=[CH:33][C:32]([O:35][CH2:36][CH2:37][CH2:38][N:39]([CH2:42][CH3:43])[CH2:40][CH3:41])=[CH:31][CH:30]=1)=O. (3) Given the product [CH3:26][O:25][C:16]1[C:17]([CH3:24])=[C:18]2[C:23](=[C:14]([N:11]3[CH2:10][CH2:9][NH:8][CH2:13][CH2:12]3)[CH:15]=1)[N:22]=[CH:21][CH:20]=[CH:19]2, predict the reactants needed to synthesize it. The reactants are: C([N:8]1[CH2:13][CH2:12][N:11]([C:14]2[CH:15]=[C:16]([O:25][CH3:26])[C:17]([CH3:24])=[C:18]3[C:23]=2[N:22]=[CH:21][CH:20]=[CH:19]3)[CH2:10][CH2:9]1)C1C=CC=CC=1.C([O-])=O.[NH4+]. (4) Given the product [O:10]=[C:8]1[NH:1][C:4]2[C:5](=[CH:13][CH:14]=[C:15]([NH:17][C:18]([C:20]3[C:21]([C:26]4[CH:27]=[CH:28][C:29]([C:32]([F:35])([F:34])[F:33])=[CH:30][CH:31]=4)=[CH:22][CH:23]=[CH:24][CH:25]=3)=[O:19])[CH:16]=2)[NH:6][CH2:7]1, predict the reactants needed to synthesize it. The reactants are: [N+:1]([C:4]1[CH:16]=[C:15]([NH:17][C:18]([C:20]2[CH:25]=[CH:24][CH:23]=[CH:22][C:21]=2[C:26]2[CH:31]=[CH:30][C:29]([C:32]([F:35])([F:34])[F:33])=[CH:28][CH:27]=2)=[O:19])[CH:14]=[CH:13][C:5]=1[NH:6][CH2:7][C:8]([O:10]CC)=O)([O-])=O.[Cl-].[NH4+]. (5) The reactants are: [C:1]([N:4]1[CH2:9][CH2:8][N:7]([C:10]2[C:15]([C:16]#[N:17])=[C:14](F)[C:13]([N+:19]([O-:21])=[O:20])=[CH:12][CH:11]=2)[CH2:6][CH2:5]1)(=[O:3])[CH3:2].[C:22](=O)([O-])[O-:23].[Cs+].[Cs+]. Given the product [C:1]([N:4]1[CH2:9][CH2:8][N:7]([C:10]2[C:15]([C:16]#[N:17])=[C:14]([O:23][CH3:22])[C:13]([N+:19]([O-:21])=[O:20])=[CH:12][CH:11]=2)[CH2:6][CH2:5]1)(=[O:3])[CH3:2], predict the reactants needed to synthesize it. (6) Given the product [F:1][C:2]1[C:3]([F:12])=[CH:4][C:5]([OH:10])=[C:6]([O:8][CH3:9])[CH:7]=1, predict the reactants needed to synthesize it. The reactants are: [F:1][C:2]1[CH:7]=[C:6]([O:8][CH3:9])[C:5]([O:10]C)=[CH:4][C:3]=1[F:12].[Cl-].[Al+3].[Cl-].[Cl-].C(OCC)C.